This data is from Catalyst prediction with 721,799 reactions and 888 catalyst types from USPTO. The task is: Predict which catalyst facilitates the given reaction. (1) Reactant: [CH3:1][C:2]1[C:3]([CH2:9][NH:10][S:11]([C:14]2[CH:19]=[CH:18][CH:17]=[CH:16][C:15]=2[N+:20]([O-:22])=[O:21])(=[O:13])=[O:12])=[N:4][CH:5]=[C:6]([CH3:8])[CH:7]=1.[CH3:23][O:24][C:25](=[O:36])[C:26]1[CH:31]=[C:30]([C:32]#[N:33])[CH:29]=[CH:28][C:27]=1[CH2:34]Br.C([O-])([O-])=O.[K+].[K+]. Product: [CH3:23][O:24][C:25](=[O:36])[C:26]1[CH:31]=[C:30]([C:32]#[N:33])[CH:29]=[CH:28][C:27]=1[CH2:34][N:10]([CH2:9][C:3]1[C:2]([CH3:1])=[CH:7][C:6]([CH3:8])=[CH:5][N:4]=1)[S:11]([C:14]1[CH:19]=[CH:18][CH:17]=[CH:16][C:15]=1[N+:20]([O-:22])=[O:21])(=[O:12])=[O:13]. The catalyst class is: 23. (2) Reactant: C([N:8]1[CH2:12][CH:11]2[CH2:13][N:14]([C:16]3[CH:17]=[CH:18][C:19]4[N:20]([C:22]([C:32]5[CH:37]=[CH:36][N:35]=[N:34][CH:33]=5)=[C:23]([C:25]5[CH:30]=[CH:29][C:28]([F:31])=[CH:27][CH:26]=5)[N:24]=4)[N:21]=3)[CH2:15][CH:10]2[CH2:9]1)C1C=CC=CC=1.C([O-])=O.[NH4+]. Product: [F:31][C:28]1[CH:27]=[CH:26][C:25]([C:23]2[N:24]=[C:19]3[CH:18]=[CH:17][C:16]([N:14]4[CH2:13][CH:11]5[CH:10]([CH2:9][NH:8][CH2:12]5)[CH2:15]4)=[N:21][N:20]3[C:22]=2[C:32]2[CH:37]=[CH:36][N:35]=[N:34][CH:33]=2)=[CH:30][CH:29]=1. The catalyst class is: 19. (3) Reactant: Cl.[CH3:2][O:3][C:4](=[O:9])[CH:5]([CH2:7][OH:8])[NH2:6].CN(C(ON1N=NC2C=CC=NC1=2)=[N+](C)C)C.F[P-](F)(F)(F)(F)F.[F:34][CH:35]([CH3:39])[C:36](O)=[O:37].C(N(CC)CC)C. Product: [F:34][CH:35]([CH3:39])[C:36]([NH:6][CH:5]([CH2:7][OH:8])[C:4]([O:3][CH3:2])=[O:9])=[O:37]. The catalyst class is: 232. (4) Reactant: [NH2:1][C:2]1[N:3]=[C:4]([Cl:29])[C:5]2=[C:6]([N:8]([CH2:21][C:22]3[S:23][C:24]([CH3:28])=[C:25]([CH3:27])[N:26]=3)[C:9](=[O:20])/[C:10]/2=[CH:11]\[C:12]2[NH:16][CH:15]=[C:14]([C:17]([OH:19])=O)[CH:13]=2)[N:7]=1.F[P-](F)(F)(F)(F)F.N1(O[P+](N(C)C)(N(C)C)N(C)C)C2C=CC=CC=2N=N1.CCN(C(C)C)C(C)C.[CH2:66]([N:68]([CH2:72][CH3:73])[CH2:69][CH2:70][NH2:71])[CH3:67]. Product: [NH2:1][C:2]1[N:3]=[C:4]([Cl:29])[C:5]2=[C:6]([N:8]([CH2:21][C:22]3[S:23][C:24]([CH3:28])=[C:25]([CH3:27])[N:26]=3)[C:9](=[O:20])/[C:10]/2=[CH:11]\[C:12]2[NH:16][CH:15]=[C:14]([C:17]([NH:71][CH2:70][CH2:69][N:68]([CH2:72][CH3:73])[CH2:66][CH3:67])=[O:19])[CH:13]=2)[N:7]=1. The catalyst class is: 3. (5) Reactant: [F:1][C:2]1[CH:19]=[C:18]([I:20])[CH:17]=[CH:16][C:3]=1[NH:4][C:5]1[C:6]([C:13]([OH:15])=O)=[CH:7][N:8]([CH3:12])[C:9](=[O:11])[CH:10]=1.C1N=CN(C(N2C=NC=C2)=O)C=1.[NH2:33][CH2:34][CH:35]([OH:37])[CH3:36]. Product: [F:1][C:2]1[CH:19]=[C:18]([I:20])[CH:17]=[CH:16][C:3]=1[NH:4][C:5]1[C:6]([C:13]([NH:33][CH2:34][CH:35]([OH:37])[CH3:36])=[O:15])=[CH:7][N:8]([CH3:12])[C:9](=[O:11])[CH:10]=1. The catalyst class is: 118. (6) Reactant: C([O:8][C:9]1[CH:14]=[CH:13][C:12]([C:15]2[CH:20]=[C:19]([O:21][CH:22]3[CH2:27][CH2:26][N:25]([CH3:28])[CH2:24][CH2:23]3)[N:18]=[N:17][C:16]=2[CH2:29][CH2:30][CH2:31][CH3:32])=[CH:11][C:10]=1[O:33][CH3:34])C1C=CC=CC=1. Product: [CH2:29]([C:16]1[N:17]=[N:18][C:19]([O:21][CH:22]2[CH2:23][CH2:24][N:25]([CH3:28])[CH2:26][CH2:27]2)=[CH:20][C:15]=1[C:12]1[CH:13]=[CH:14][C:9]([OH:8])=[C:10]([O:33][CH3:34])[CH:11]=1)[CH2:30][CH2:31][CH3:32]. The catalyst class is: 381.